From a dataset of Forward reaction prediction with 1.9M reactions from USPTO patents (1976-2016). Predict the product of the given reaction. (1) Given the reactants [F:1][C:2]1[CH:3]=[C:4]([CH:7]=[CH:8][CH:9]=1)[CH2:5]Cl.[H-].[Na+].[F:12][C:13]([F:22])([F:21])[CH2:14][CH2:15][CH:16]([C:19]#[N:20])[C:17]#[N:18], predict the reaction product. The product is: [F:1][C:2]1[CH:3]=[C:4]([CH:7]=[CH:8][CH:9]=1)[CH2:5][C:16]([CH2:15][CH2:14][C:13]([F:12])([F:21])[F:22])([C:17]#[N:18])[C:19]#[N:20]. (2) Given the reactants [C:1]([CH2:4][C:5](=O)[CH3:6])(=O)[CH3:2].C(=O)(O)O.[C:12]1([NH:18][C:19]([NH2:21])=[NH:20])[CH:17]=[CH:16][CH:15]=[CH:14][CH:13]=1.C(=O)=O, predict the reaction product. The product is: [NH:18]([C:19]1[N:21]=[C:5]([CH3:6])[CH:4]=[C:1]([CH3:2])[N:20]=1)[C:12]1[CH:17]=[CH:16][CH:15]=[CH:14][CH:13]=1. (3) The product is: [ClH:1].[F:21][C:20]1[C:15]([C:12]2[CH2:13][CH2:14][NH:9][CH2:10][CH:11]=2)=[N:16][CH:17]=[CH:18][CH:19]=1. Given the reactants [ClH:1].C(OC([N:9]1[CH2:14][CH:13]=[C:12]([C:15]2[C:20]([F:21])=[CH:19][CH:18]=[CH:17][N:16]=2)[CH2:11][CH2:10]1)=O)(C)(C)C, predict the reaction product. (4) Given the reactants [F:1][C:2]1[CH:7]=[CH:6][C:5]([N:8]2[C:17]3[C:12](=[CH:13][C:14]([CH2:18][OH:19])=[CH:15][CH:16]=3)[C:11](=[O:20])[C:10]([C:21]([O:23][CH2:24][CH3:25])=[O:22])=[CH:9]2)=[CH:4][CH:3]=1.O[C:27]1[CH:28]=[N:29][C:30]([CH3:33])=[N:31][CH:32]=1.C1(P(C2C=CC=CC=2)C2C=CC=CC=2)C=CC=CC=1.CC(OC(/N=N/C(OC(C)(C)C)=O)=O)(C)C, predict the reaction product. The product is: [F:1][C:2]1[CH:3]=[CH:4][C:5]([N:8]2[C:17]3[C:12](=[CH:13][C:14]([CH2:18][O:19][C:27]4[CH:28]=[N:29][C:30]([CH3:33])=[N:31][CH:32]=4)=[CH:15][CH:16]=3)[C:11](=[O:20])[C:10]([C:21]([O:23][CH2:24][CH3:25])=[O:22])=[CH:9]2)=[CH:6][CH:7]=1. (5) Given the reactants [CH:1]([C:5]1[CH:6]=[C:7]([CH:18]=[CH:19][C:20]=1[O:21][CH3:22])[O:8][C:9]1[C:14]([Cl:15])=[CH:13][C:12]([NH2:16])=[CH:11][C:10]=1[Cl:17])([CH2:3][CH3:4])[CH3:2].Br[CH2:24][C:25]([O:27][CH2:28][CH3:29])=[O:26].C(N(C(C)C)CC)(C)C, predict the reaction product. The product is: [CH2:28]([O:27][C:25](=[O:26])[CH2:24][NH:16][C:12]1[CH:11]=[C:10]([Cl:17])[C:9]([O:8][C:7]2[CH:18]=[CH:19][C:20]([O:21][CH3:22])=[C:5]([CH:1]([CH2:3][CH3:4])[CH3:2])[CH:6]=2)=[C:14]([Cl:15])[CH:13]=1)[CH3:29].